From a dataset of CYP2D6 inhibition data for predicting drug metabolism from PubChem BioAssay. Regression/Classification. Given a drug SMILES string, predict its absorption, distribution, metabolism, or excretion properties. Task type varies by dataset: regression for continuous measurements (e.g., permeability, clearance, half-life) or binary classification for categorical outcomes (e.g., BBB penetration, CYP inhibition). Dataset: cyp2d6_veith. (1) The molecule is CCO/C([O-])=N/c1c[n+](N2CCOCC2)no1. The result is 0 (non-inhibitor). (2) The compound is O=C(OCC1CC(c2ccccc2)=NO1)c1ccc(Cl)cc1. The result is 0 (non-inhibitor). (3) The drug is C[C@@](N)(Cc1c[nH]c2ccccc12)C(=O)O. The result is 0 (non-inhibitor).